From a dataset of Catalyst prediction with 721,799 reactions and 888 catalyst types from USPTO. Predict which catalyst facilitates the given reaction. (1) Product: [Cl:1][C:2]1[C:3]([F:22])=[C:4]([CH:19]=[CH:20][CH:21]=1)[NH:5][C:6]1[C:15]2[C:10](=[CH:11][C:12]([O:17][CH3:18])=[C:13]([O:16][C@@H:33]3[CH2:34][N:30]([C:28]([O:27][C:23]([CH3:26])([CH3:25])[CH3:24])=[O:29])[C@H:31]([C:48](=[O:52])[N:49]([CH3:50])[CH3:51])[CH2:32]3)[CH:14]=2)[N:9]=[CH:8][N:7]=1. The catalyst class is: 9. Reactant: [Cl:1][C:2]1[C:3]([F:22])=[C:4]([CH:19]=[CH:20][CH:21]=1)[NH:5][C:6]1[C:15]2[C:10](=[CH:11][C:12]([O:17][CH3:18])=[C:13]([OH:16])[CH:14]=2)[N:9]=[CH:8][N:7]=1.[C:23]([O:27][C:28]([N:30]1[CH2:34][C@H:33](OS(C2C=CC([N+]([O-])=O)=CC=2)(=O)=O)[CH2:32][C@H:31]1[C:48](=[O:52])[N:49]([CH3:51])[CH3:50])=[O:29])([CH3:26])([CH3:25])[CH3:24].[F-].[Cs+]. (2) Reactant: [Br:1][C:2]1[CH:3]=[CH:4][C:5]([C:8]([OH:10])=O)=[N:6][CH:7]=1.C(Cl)(=O)C(Cl)=O.Cl.[CH3:18][NH:19][CH3:20].C(N(CC)CC)C. Product: [Br:1][C:2]1[CH:3]=[CH:4][C:5]([C:8]([N:19]([CH3:20])[CH3:18])=[O:10])=[N:6][CH:7]=1. The catalyst class is: 59. (3) Reactant: C([O:8][C:9]1[CH:18]=[C:17]2[C:12]([C:13]([O:19][C:20]3[C:21]([C:30](=[O:32])[CH3:31])=[N:22][C:23]4[C:28]([CH:29]=3)=[CH:27][CH:26]=[CH:25][CH:24]=4)=[CH:14][CH:15]=[N:16]2)=[CH:11][C:10]=1[O:33][CH3:34])C1C=CC=CC=1.CS(O)(=O)=O. Product: [OH:8][C:9]1[CH:18]=[C:17]2[C:12]([C:13]([O:19][C:20]3[C:21]([C:30](=[O:32])[CH3:31])=[N:22][C:23]4[C:28]([CH:29]=3)=[CH:27][CH:26]=[CH:25][CH:24]=4)=[CH:14][CH:15]=[N:16]2)=[CH:11][C:10]=1[O:33][CH3:34]. The catalyst class is: 55.